This data is from Catalyst prediction with 721,799 reactions and 888 catalyst types from USPTO. The task is: Predict which catalyst facilitates the given reaction. (1) Reactant: [C:1]1([C:7]2[NH:11][N:10]=[N:9][N:8]=2)[CH:6]=[CH:5][CH:4]=[CH:3][CH:2]=1.[NH:12]1[CH2:17][CH2:16][S:15][CH2:14][CH2:13]1.[CH2:18]=O. Product: [C:1]1([C:7]2[N:11]([CH2:18][N:12]3[CH2:17][CH2:16][S:15][CH2:14][CH2:13]3)[N:10]=[N:9][N:8]=2)[CH:2]=[CH:3][CH:4]=[CH:5][CH:6]=1. The catalyst class is: 5. (2) Reactant: [Br:1][C:2]1[CH:7]=[CH:6][CH:5]=[CH:4][C:3]=1[OH:8].N1C=CC=CC=1.[F:15][C:16]([F:29])([F:28])[S:17](O[S:17]([C:16]([F:29])([F:28])[F:15])(=[O:19])=[O:18])(=[O:19])=[O:18].Cl. Product: [F:15][C:16]([F:29])([F:28])[S:17]([O:8][C:3]1[CH:4]=[CH:5][CH:6]=[CH:7][C:2]=1[Br:1])(=[O:19])=[O:18]. The catalyst class is: 4. (3) Reactant: [O:1]=[O+][O-].[Cl:4][C:5]1[C:13]2[C:8](=[CH:9][C:10]([N+:16]([O-:18])=[O:17])=[C:11]([CH:14]=C)[CH:12]=2)[N:7]([C:19]([C:32]2[CH:37]=[CH:36][CH:35]=[CH:34][CH:33]=2)([C:26]2[CH:31]=[CH:30][CH:29]=[CH:28][CH:27]=2)[C:20]2[CH:25]=[CH:24][CH:23]=[CH:22][CH:21]=2)[N:6]=1.CSC. Product: [Cl:4][C:5]1[C:13]2[C:8](=[CH:9][C:10]([N+:16]([O-:18])=[O:17])=[C:11]([CH:14]=[O:1])[CH:12]=2)[N:7]([C:19]([C:32]2[CH:37]=[CH:36][CH:35]=[CH:34][CH:33]=2)([C:26]2[CH:31]=[CH:30][CH:29]=[CH:28][CH:27]=2)[C:20]2[CH:25]=[CH:24][CH:23]=[CH:22][CH:21]=2)[N:6]=1. The catalyst class is: 98. (4) Reactant: [CH3:1][C:2]1[CH:7]=[CH:6][C:5]([S:8]([O:11][CH2:12][CH:13]2[CH2:17][C:16]3[CH:18]=[CH:19][CH:20]=[C:21](Br)[C:15]=3[O:14]2)(=[O:10])=[O:9])=[CH:4][CH:3]=1.[Cl:23][C:24]1[CH:29]=[CH:28][CH:27]=[CH:26][C:25]=1B(O)O.C(=O)([O-])[O-].[K+].[K+]. Product: [CH3:1][C:2]1[CH:7]=[CH:6][C:5]([S:8]([O:11][CH2:12][CH:13]2[CH2:17][C:16]3[CH:18]=[CH:19][CH:20]=[C:21]([C:25]4[CH:26]=[CH:27][CH:28]=[CH:29][C:24]=4[Cl:23])[C:15]=3[O:14]2)(=[O:10])=[O:9])=[CH:4][CH:3]=1. The catalyst class is: 608. (5) Reactant: [S:1]1[CH:5]=[CH:4][N:3]=[C:2]1[CH2:6][OH:7].N1C=CN=C1.[Si:13](Cl)([C:16]([CH3:19])([CH3:18])[CH3:17])([CH3:15])[CH3:14]. Product: [Si:13]([O:7][CH2:6][C:2]1[S:1][CH:5]=[CH:4][N:3]=1)([C:16]([CH3:19])([CH3:18])[CH3:17])([CH3:15])[CH3:14]. The catalyst class is: 2. (6) Reactant: Br[C:2]1[CH:3]=[CH:4][C:5]2[N:6]([C:8]([CH:11]([CH3:13])[CH3:12])=[N:9][N:10]=2)[CH:7]=1.C([Mg]Cl)(C)C.CN(C)[CH:21]=[O:22]. Product: [CH:11]([C:8]1[N:6]2[CH:7]=[C:2]([CH:21]=[O:22])[CH:3]=[CH:4][C:5]2=[N:10][N:9]=1)([CH3:13])[CH3:12]. The catalyst class is: 7. (7) Product: [C:37]([NH:1][CH2:2][CH2:3][N:4]([C:21]1[CH:26]=[CH:25][CH:24]=[CH:23][C:22]=1[Cl:27])[C:5]([C:7]1[S:20][C:10]2[C:11]3[CH:19]=[CH:18][CH:17]=[CH:16][C:12]=3[O:13][CH2:14][CH2:15][C:9]=2[CH:8]=1)=[O:6])(=[O:39])[CH3:38]. Reactant: [NH2:1][CH2:2][CH2:3][N:4]([C:21]1[CH:26]=[CH:25][CH:24]=[CH:23][C:22]=1[Cl:27])[C:5]([C:7]1[S:20][C:10]2[C:11]3[CH:19]=[CH:18][CH:17]=[CH:16][C:12]=3[O:13][CH2:14][CH2:15][C:9]=2[CH:8]=1)=[O:6].CCN(C(C)C)C(C)C.[C:37](Cl)(=[O:39])[CH3:38]. The catalyst class is: 2. (8) Reactant: [Cl:1][C:2]1[CH:3]=[C:4]2[C:8](=[CH:9][C:10]=1[C:11]1[CH:12]=[N:13][N:14]([CH3:16])[CH:15]=1)[NH:7][CH:6]=[CH:5]2.[BH3-]C#N.[Na+]. Product: [Cl:1][C:2]1[CH:3]=[C:4]2[C:8](=[CH:9][C:10]=1[C:11]1[CH:12]=[N:13][N:14]([CH3:16])[CH:15]=1)[NH:7][CH2:6][CH2:5]2. The catalyst class is: 52. (9) Reactant: S(C1C=CC(C)=CC=1)([O-])(=O)=O.[N-]=[N+]=[N-].[Na+].N(CC1CC2C=C(Cl)C=C(C3C=CSC=3)C=2O1)=[N+]=[N-].[N:35]([CH2:38][C:39]1([CH3:54])[CH2:43][C:42]2[CH:44]=[C:45]([Cl:53])[CH:46]=[C:47]([C:48]3[S:49][CH:50]=[CH:51][CH:52]=3)[C:41]=2[O:40]1)=[N+]=[N-].[N-]=[N+]=[N-]. Product: [Cl:53][C:45]1[CH:46]=[C:47]([C:48]2[S:49][CH:50]=[CH:51][CH:52]=2)[C:41]2[O:40][C:39]([CH2:38][NH2:35])([CH3:54])[CH2:43][C:42]=2[CH:44]=1. The catalyst class is: 553.